Dataset: Forward reaction prediction with 1.9M reactions from USPTO patents (1976-2016). Task: Predict the product of the given reaction. (1) Given the reactants [C:1]([O:7][C:8]1[CH:21]=[C:20]([CH:22]=[O:23])[C:11]2[C:12]([CH2:15][C:16]([O:18][CH3:19])=[O:17])=[CH:13][S:14][C:10]=2[CH:9]=1)(=[O:6])[C:2]([CH3:5])([CH3:4])[CH3:3].CC(C)=[O:26].[O-][Mn](=O)(=O)=O.[K+], predict the reaction product. The product is: [CH3:3][C:2]([CH3:4])([CH3:5])[C:1]([O:7][C:8]1[CH:9]=[C:10]2[S:14][CH:13]=[C:12]([CH2:15][C:16]([O:18][CH3:19])=[O:17])[C:11]2=[C:20]([C:22]([OH:26])=[O:23])[CH:21]=1)=[O:6]. (2) The product is: [CH:1]1([CH2:6][CH:7]([N:11]2[C:16](=[O:17])[CH:15]=[C:14]([O:18][C:19]3[CH:24]=[CH:23][CH:22]=[CH:21][C:20]=3[O:25][CH3:26])[CH:13]=[N:12]2)[C:8]([NH:27][C:28]2[CH:32]=[CH:31][N:30]([CH2:33][C:34]([OH:36])([CH3:35])[CH3:37])[N:29]=2)=[O:10])[CH2:5][CH2:4][CH2:3][CH2:2]1. Given the reactants [CH:1]1([CH2:6][CH:7]([N:11]2[C:16](=[O:17])[CH:15]=[C:14]([O:18][C:19]3[CH:24]=[CH:23][CH:22]=[CH:21][C:20]=3[O:25][CH3:26])[CH:13]=[N:12]2)[C:8]([OH:10])=O)[CH2:5][CH2:4][CH2:3][CH2:2]1.[NH2:27][C:28]1[CH:32]=[CH:31][N:30]([CH2:33][C:34]([CH3:37])([OH:36])[CH3:35])[N:29]=1, predict the reaction product. (3) Given the reactants [N-:1]=[N+:2]=[N-:3].[Na+].[Cl:5][C:6]1[CH:11]=[C:10]([Cl:12])[CH:9]=[CH:8][C:7]=1[CH2:13][CH2:14][NH:15][C:16]1[N:21]=[C:20]([O:22][CH3:23])[N:19]=[C:18]([C:24]2[CH:25]=[C:26]([C:30]([F:34])([F:33])[C:31]#[N:32])[CH:27]=[CH:28][CH:29]=2)[CH:17]=1, predict the reaction product. The product is: [Cl:5][C:6]1[CH:11]=[C:10]([Cl:12])[CH:9]=[CH:8][C:7]=1[CH2:13][CH2:14][NH:15][C:16]1[CH:17]=[C:18]([C:24]2[CH:29]=[CH:28][CH:27]=[C:26]([C:30]([F:34])([F:33])[C:31]3[NH:32][N:3]=[N:2][N:1]=3)[CH:25]=2)[N:19]=[C:20]([O:22][CH3:23])[N:21]=1. (4) Given the reactants FC(F)(F)C(O)=O.O[C:9]1([C:22]2[CH:27]=[CH:26][C:25]([O:28][CH3:29])=[CH:24][CH:23]=2)[CH2:14][CH2:13][N:12](C(OC(C)(C)C)=O)[CH2:11][CH2:10]1.[Cl:30]CCl, predict the reaction product. The product is: [ClH:30].[CH3:29][O:28][C:25]1[CH:24]=[CH:23][C:22]([C:9]2[CH2:14][CH2:13][NH:12][CH2:11][CH:10]=2)=[CH:27][CH:26]=1. (5) Given the reactants [F:1][C:2]1[C:3]([C:11]([F:14])([F:13])[F:12])=[C:4]([CH:8]=[CH:9][CH:10]=1)[C:5]([OH:7])=O.CN(C(ON1N=NC2C=CC=NC1=2)=[N+](C)C)C.F[P-](F)(F)(F)(F)F.CCN(C(C)C)C(C)C.[NH2:48][CH2:49][C:50]1[C:51](=[O:58])[NH:52][C:53]([CH3:57])=[CH:54][C:55]=1[CH3:56], predict the reaction product. The product is: [CH3:56][C:55]1[CH:54]=[C:53]([CH3:57])[NH:52][C:51](=[O:58])[C:50]=1[CH2:49][NH:48][C:5](=[O:7])[C:4]1[CH:8]=[CH:9][CH:10]=[C:2]([F:1])[C:3]=1[C:11]([F:14])([F:13])[F:12]. (6) Given the reactants [Cl:1][C:2]1[CH:7]=[C:6]([O:8][CH:9]([CH3:11])[CH3:10])[N+:5]([O-])=[C:4]2[CH2:13][CH2:14][CH2:15][C:3]=12.P(Cl)(Cl)Cl, predict the reaction product. The product is: [Cl:1][C:2]1[CH:7]=[C:6]([O:8][CH:9]([CH3:11])[CH3:10])[N:5]=[C:4]2[CH2:13][CH2:14][CH2:15][C:3]=12.